Dataset: Reaction yield outcomes from USPTO patents with 853,638 reactions. Task: Predict the reaction yield, written as a fraction of the theoretical maximum amount of product (1.0 means a 100% yield; for example, 0.34 means a 34% yield). The reactants are [NH2:1][C:2]1[C:7]([C:8]([OH:10])=[O:9])=[CH:6][N:5]=[C:4](SCC)[N:3]=1.[NH:14]1[CH2:19][CH2:18][O:17][CH2:16][CH2:15]1. No catalyst specified. The product is [NH2:1][C:2]1[C:7]([C:8]([OH:10])=[O:9])=[CH:6][N:5]=[C:4]([N:14]2[CH2:19][CH2:18][O:17][CH2:16][CH2:15]2)[N:3]=1. The yield is 0.300.